From a dataset of Cav3 T-type calcium channel HTS with 100,875 compounds. Binary Classification. Given a drug SMILES string, predict its activity (active/inactive) in a high-throughput screening assay against a specified biological target. (1) The molecule is O(c1cc(c2n(c3nc4c(nc3n2)cccc4)CC=C)ccc1)C. The result is 0 (inactive). (2) The drug is O(C(C)(C)C)C(=O)NCC(Oc1c2c(oc(=O)cc2C)cc(c1)C)=O. The result is 0 (inactive). (3) The compound is Brc1c(c2oc(nn2)COc2c3ncccc3ccc2)cccc1. The result is 0 (inactive).